This data is from Catalyst prediction with 721,799 reactions and 888 catalyst types from USPTO. The task is: Predict which catalyst facilitates the given reaction. (1) Reactant: [F:1][C:2]1[CH:3]=[C:4]([CH2:8][CH2:9][NH:10][C:11]([C:13]2[CH:14]=[N:15][N:16]([CH3:35])[C:17]=2[NH:18][C:19]([C:21]2[CH:26]=[CH:25][CH:24]=[CH:23][C:22]=2[O:27]CC2C=CC=CC=2)=O)=[O:12])[CH:5]=[CH:6][CH:7]=1.CC1C=CC(S(O)(=O)=O)=CC=1. Product: [F:1][C:2]1[CH:3]=[C:4]([CH2:8][CH2:9][N:10]2[C:11](=[O:12])[C:13]3[CH:14]=[N:15][N:16]([CH3:35])[C:17]=3[N:18]=[C:19]2[C:21]2[CH:26]=[CH:25][CH:24]=[CH:23][C:22]=2[OH:27])[CH:5]=[CH:6][CH:7]=1. The catalyst class is: 11. (2) Reactant: [Br:1][C:2]1[CH:3]=[C:4]([CH:8]=[C:9]([OH:11])[CH:10]=1)[C:5]([OH:7])=O.N1C=CC=CC=1.[CH3:18][CH:19]([CH3:22])[CH2:20][NH2:21]. Product: [Br:1][C:2]1[CH:3]=[C:4]([CH:8]=[C:9]([OH:11])[CH:10]=1)[C:5]([NH:21][CH2:20][CH:19]([CH3:22])[CH3:18])=[O:7]. The catalyst class is: 4. (3) Reactant: [OH:1][C:2]1[CH:9]=[C:8]([O:10][CH:11]2[CH2:16][CH2:15][CH2:14][CH2:13][O:12]2)[CH:7]=[CH:6][C:3]=1[CH:4]=[O:5].CCN(CC)CC.[O:24](S(C(F)(F)F)(=O)=O)[S:25]([C:28]([F:31])([F:30])[F:29])(=O)=[O:26]. Product: [CH:4]([C:3]1[CH:6]=[CH:7][C:8]([O:10][CH:11]2[CH2:16][CH2:15][CH2:14][CH2:13][O:12]2)=[CH:9][C:2]=1[O:1][S:25]([C:28]([F:31])([F:30])[F:29])(=[O:26])=[O:24])=[O:5]. The catalyst class is: 614. (4) Reactant: [NH2:1][CH2:2][C:3]1[O:7][N:6]=[C:5]([C:8]2[CH:13]=[CH:12][CH:11]=[CH:10][C:9]=2[Cl:14])[CH:4]=1.C(N(C(C)C)CC)(C)C.Cl[C:25]([O:27][C:28]1[CH:33]=[CH:32][CH:31]=[CH:30][CH:29]=1)=[O:26]. Product: [C:28]1([O:27][C:25](=[O:26])[NH:1][CH2:2][C:3]2[O:7][N:6]=[C:5]([C:8]3[CH:13]=[CH:12][CH:11]=[CH:10][C:9]=3[Cl:14])[CH:4]=2)[CH:33]=[CH:32][CH:31]=[CH:30][CH:29]=1. The catalyst class is: 4. (5) Reactant: Cl[C:2]1[CH:7]=[C:6](Cl)[CH:5]=[C:4]([CH3:9])[N+:3]=1[O-].Cl.[NH2:12][C@H:13]1[CH2:17][CH2:16][N:15]([C:18](=[O:31])[CH2:19][C:20]2[CH:25]=[CH:24][C:23]([O:26][C:27]([F:30])([F:29])[F:28])=[CH:22][CH:21]=2)[CH2:14]1.[CH3:32][CH:33]1[CH2:38][CH2:37][NH:36][CH2:35][CH2:34]1.C(N(CC)C(C)C)(C)C. Product: [CH3:32][CH:33]1[CH2:38][CH2:37][N:36]([C:6]2[CH:5]=[C:4]([CH3:9])[N:3]=[C:2]([NH:12][C@H:13]3[CH2:17][CH2:16][N:15]([C:18](=[O:31])[CH2:19][C:20]4[CH:21]=[CH:22][C:23]([O:26][C:27]([F:28])([F:29])[F:30])=[CH:24][CH:25]=4)[CH2:14]3)[CH:7]=2)[CH2:35][CH2:34]1. The catalyst class is: 51.